This data is from Peptide-MHC class I binding affinity with 185,985 pairs from IEDB/IMGT. The task is: Regression. Given a peptide amino acid sequence and an MHC pseudo amino acid sequence, predict their binding affinity value. This is MHC class I binding data. (1) The peptide sequence is RAYRNALSM. The MHC is BoLA-D18.4 with pseudo-sequence BoLA-D18.4. The binding affinity (normalized) is 0.738. (2) The peptide sequence is DRFFKTLRA. The MHC is HLA-B35:01 with pseudo-sequence HLA-B35:01. The binding affinity (normalized) is 0. (3) The binding affinity (normalized) is 0.950. The MHC is Patr-A0901 with pseudo-sequence Patr-A0901. The peptide sequence is AYISSFATTPV. (4) The peptide sequence is GMLTNYKTI. The MHC is H-2-Db with pseudo-sequence H-2-Db. The binding affinity (normalized) is 0.757. (5) The peptide sequence is ETFNTPAMY. The MHC is HLA-B27:05 with pseudo-sequence HLA-B27:05. The binding affinity (normalized) is 0.0847. (6) The peptide sequence is DFSKSTSPTR. The MHC is HLA-A03:01 with pseudo-sequence HLA-A03:01. The binding affinity (normalized) is 0.269.